This data is from Full USPTO retrosynthesis dataset with 1.9M reactions from patents (1976-2016). The task is: Predict the reactants needed to synthesize the given product. (1) Given the product [CH3:26][N:27]1[CH2:32][CH2:31][CH:30]([CH:33]2[CH2:37][CH2:36][CH2:35][N:34]2[C:2]2[CH:15]=[CH:14][C:13]3[C:12]4[N:8]([CH:9]=[C:10]([C:16]5[N:20]([CH:21]6[CH2:25][CH2:24][O:23][CH2:22]6)[N:19]=[CH:18][N:17]=5)[N:11]=4)[CH2:7][CH2:6][O:5][C:4]=3[CH:3]=2)[CH2:29][CH2:28]1, predict the reactants needed to synthesize it. The reactants are: Br[C:2]1[CH:3]=[C:4]2[C:13](=[CH:14][CH:15]=1)[C:12]1[N:8]([CH:9]=[C:10]([C:16]3[N:20]([CH:21]4[CH2:25][CH2:24][O:23][CH2:22]4)[N:19]=[CH:18][N:17]=3)[N:11]=1)[CH2:7][CH2:6][O:5]2.[CH3:26][N:27]1[CH2:32][CH2:31][CH:30]([CH:33]2[CH2:37][CH2:36][CH2:35][NH:34]2)[CH2:29][CH2:28]1.CC([O-])(C)C.[Na+]. (2) Given the product [NH2:1][C:2]1[C:3]2[N:11]=[C:10]([C:12]3[CH:13]=[C:14]([CH:18]=[CH:19][CH:20]=3)[C:15]([NH:29][CH3:28])=[O:17])[CH:9]=[CH:8][C:4]=2[N:5]=[CH:6][N:7]=1, predict the reactants needed to synthesize it. The reactants are: [NH2:1][C:2]1[C:3]2[N:11]=[C:10]([C:12]3[CH:13]=[C:14]([CH:18]=[CH:19][CH:20]=3)[C:15]([OH:17])=O)[CH:9]=[CH:8][C:4]=2[N:5]=[CH:6][N:7]=1.CN.C1COCC1.[CH3:28][N:29](C(ON1N=NC2C=CC=NC1=2)=[N+](C)C)C.F[P-](F)(F)(F)(F)F.CCN(C(C)C)C(C)C. (3) Given the product [CH:23]1([C:2]2[CH:10]=[CH:9][CH:8]=[C:7]3[C:3]=2[C:4]([C:12]([OH:14])=[O:13])=[CH:5][NH:6]3)[CH2:18][CH2:17]1, predict the reactants needed to synthesize it. The reactants are: Cl[C:2]1[CH:10]=[C:9](Cl)[CH:8]=[C:7]2[C:3]=1[C:4]([C:12]([OH:14])=[O:13])=[CH:5][NH:6]2.N1[C:23]2[C:18](=CC=CC=2)[CH:17]=C1. (4) Given the product [CH3:1][P:2]1(=[O:14])[CH2:7][CH2:6][CH:5]([C:8]([OH:10])=[O:9])[CH2:4][CH2:3]1, predict the reactants needed to synthesize it. The reactants are: [CH3:1][P:2]1(=[O:14])[CH2:7][CH2:6][C:5](C(O)=O)([C:8]([OH:10])=[O:9])[CH2:4][CH2:3]1.C(=O)=O.